Dataset: Forward reaction prediction with 1.9M reactions from USPTO patents (1976-2016). Task: Predict the product of the given reaction. (1) Given the reactants [OH:1][C@H:2]([C:28]1[CH:33]=[CH:32][CH:31]=[CH:30][CH:29]=1)[C@@H:3]([NH:5][CH2:6][C:7]1[CH:23]=[C:22]([C:24]([F:27])([F:26])[F:25])[CH:21]=[CH:20][C:8]=1[O:9][C:10]1[CH:11]=[C:12]([CH2:16][C:17]([OH:19])=[O:18])[CH:13]=[CH:14][CH:15]=1)[CH3:4].C(N(C(C)C)CC)(C)C.[O:43]1CCOC[CH2:44]1, predict the reaction product. The product is: [CH3:4][C@H:3]1[C@@H:2]([C:28]2[CH:33]=[CH:32][CH:31]=[CH:30][CH:29]=2)[O:1][C:44](=[O:43])[N:5]1[CH2:6][C:7]1[CH:23]=[C:22]([C:24]([F:25])([F:26])[F:27])[CH:21]=[CH:20][C:8]=1[O:9][C:10]1[CH:11]=[C:12]([CH2:16][C:17]([OH:19])=[O:18])[CH:13]=[CH:14][CH:15]=1. (2) Given the reactants ClC1C=C(C=CC=1)C(OO)=[O:6].[CH3:12][N:13]1[CH:22]([C:23]2[CH:30]=[CH:29][C:26]([C:27]#[N:28])=[CH:25][C:24]=2[S:31][CH3:32])[C:21]2[C:20](=[O:33])[CH2:19][CH2:18][CH2:17][C:16]=2[N:15]([C:34]2[CH:39]=[CH:38][CH:37]=[C:36]([C:40]([F:43])([F:42])[F:41])[CH:35]=2)[C:14]1=[O:44], predict the reaction product. The product is: [CH3:32][S:31]([C:24]1[CH:25]=[C:26]([CH:29]=[CH:30][C:23]=1[CH:22]1[C:21]2[C:20](=[O:33])[CH2:19][CH2:18][CH2:17][C:16]=2[N:15]([C:34]2[CH:39]=[CH:38][CH:37]=[C:36]([C:40]([F:42])([F:43])[F:41])[CH:35]=2)[C:14](=[O:44])[N:13]1[CH3:12])[C:27]#[N:28])=[O:6]. (3) The product is: [CH2:14]([O:13][C:11]([C:6]1[CH2:7][CH2:8][CH2:9][CH2:10][C:5]=1[NH2:1])=[O:12])[CH3:15]. Given the reactants [NH3:1].CO.O=[C:5]1[CH2:10][CH2:9][CH2:8][CH2:7][CH:6]1[C:11]([O:13][CH2:14][CH3:15])=[O:12], predict the reaction product. (4) Given the reactants [N+:1]([C:4]1[CH:9]=[CH:8][C:7]([S:10]([N:13]2[CH2:18][CH2:17][CH:16]([CH2:19][OH:20])[CH2:15][CH2:14]2)(=[O:12])=[O:11])=[CH:6][CH:5]=1)([O-:3])=[O:2].O, predict the reaction product. The product is: [N+:1]([C:4]1[CH:5]=[CH:6][C:7]([S:10]([N:13]2[CH2:18][CH2:17][CH:16]([CH:19]=[O:20])[CH2:15][CH2:14]2)(=[O:11])=[O:12])=[CH:8][CH:9]=1)([O-:3])=[O:2].